Dataset: Reaction yield outcomes from USPTO patents with 853,638 reactions. Task: Predict the reaction yield, written as a fraction of the theoretical maximum amount of product (1.0 means a 100% yield; for example, 0.34 means a 34% yield). (1) The reactants are [CH3:1][O:2][N:3]([CH3:22])[C:4]([C:6]1[C:7]([NH:20][CH3:21])=[N:8][N:9]([CH2:11][C:12]2[CH:17]=[CH:16][C:15]([O:18][CH3:19])=[CH:14][CH:13]=2)[CH:10]=1)=[O:5].[H-].[Na+].Br[CH2:26][CH:27]=[CH2:28]. The catalyst is C1COCC1.CN(C=O)C. The product is [CH2:26]([N:20]([CH3:21])[C:7]1[C:6]([C:4]([N:3]([O:2][CH3:1])[CH3:22])=[O:5])=[CH:10][N:9]([CH2:11][C:12]2[CH:13]=[CH:14][C:15]([O:18][CH3:19])=[CH:16][CH:17]=2)[N:8]=1)[CH:27]=[CH2:28]. The yield is 0.550. (2) The reactants are [OH:1][CH:2]1[CH2:7][CH2:6][NH:5][CH2:4][CH2:3]1.Br[CH2:9][C:10]1[CH:15]=[CH:14][C:13]([O:16][CH3:17])=[CH:12][CH:11]=1.C(N(CC)CC)C. The catalyst is CN(C)C=O. The product is [CH3:17][O:16][C:13]1[CH:14]=[CH:15][C:10]([CH2:9][N:5]2[CH2:6][CH2:7][CH:2]([OH:1])[CH2:3][CH2:4]2)=[CH:11][CH:12]=1. The yield is 0.800. (3) The reactants are [O:1]1[CH2:5][CH2:4][O:3][CH:2]1[C:6]1[O:10][C:9]([CH2:11][CH:12]=O)=[CH:8][CH:7]=1.[NH2:14][C:15]1[CH:20]=[CH:19][CH:18]=[CH:17][CH:16]=1.O1CCCC1.C(=O)(O)[O-].[Na+]. The catalyst is C(O)(=O)C. The product is [O:3]1[CH2:4][CH2:5][O:1][CH:2]1[C:6]1[O:10][C:9]([CH2:11][CH2:12][NH:14][C:15]2[CH:20]=[CH:19][CH:18]=[CH:17][CH:16]=2)=[CH:8][CH:7]=1. The yield is 0.140. (4) The reactants are [Cl:1][C:2]1[C:3]([O:12][C:13]2[CH:18]=[C:17]([O:19][CH2:20][CH2:21][O:22][CH:23]3[CH2:25][CH2:24]3)[CH:16]=[CH:15][C:14]=2/[CH:26]=[CH:27]/[C:28]([O:30]CC)=[O:29])=[N:4][CH:5]=[C:6]([C:8]([F:11])([F:10])[F:9])[CH:7]=1.[OH-].[Na+].Cl. The catalyst is O1CCCC1.C(O)C.C(OCC)(=O)C. The product is [Cl:1][C:2]1[C:3]([O:12][C:13]2[CH:18]=[C:17]([O:19][CH2:20][CH2:21][O:22][CH:23]3[CH2:24][CH2:25]3)[CH:16]=[CH:15][C:14]=2/[CH:26]=[CH:27]/[C:28]([OH:30])=[O:29])=[N:4][CH:5]=[C:6]([C:8]([F:9])([F:11])[F:10])[CH:7]=1. The yield is 0.970. (5) The reactants are [Cl:1][C:2]1[N:7]=[C:6]([NH:8][C:9]2[CH:10]=[C:11]3[C:15](=[CH:16][CH:17]=2)[NH:14][N:13]=[CH:12]3)[CH:5]=[C:4]([N:18]2[CH2:23][CH2:22][N:21]([CH3:24])[CH2:20][CH2:19]2)[N:3]=1.[CH3:25][C:26]([O:29][C:30](O[C:30]([O:29][C:26]([CH3:28])([CH3:27])[CH3:25])=[O:31])=[O:31])([CH3:28])[CH3:27]. The catalyst is C(Cl)Cl.CN(C1C=CN=CC=1)C. The product is [C:26]([O:29][C:30]([N:8]([C:6]1[CH:5]=[C:4]([N:18]2[CH2:19][CH2:20][N:21]([CH3:24])[CH2:22][CH2:23]2)[N:3]=[C:2]([Cl:1])[N:7]=1)[C:9]1[CH:10]=[C:11]2[C:15](=[CH:16][CH:17]=1)[N:14]([C:30]([O:29][C:26]([CH3:28])([CH3:27])[CH3:25])=[O:31])[N:13]=[CH:12]2)=[O:31])([CH3:28])([CH3:27])[CH3:25]. The yield is 0.500. (6) The reactants are [O:1]1[C:5]2([CH2:10][CH2:9][CH:8]([OH:11])[CH2:7][CH2:6]2)[O:4][CH2:3][CH2:2]1.[H-].[Na+].[CH3:14][C:15]1([O:18][CH2:17]1)[CH3:16]. The catalyst is CN(C)C=O.O. The product is [O:1]1[C:5]2([CH2:10][CH2:9][CH:8]([O:11][CH2:14][C:15]([CH3:17])([OH:18])[CH3:16])[CH2:7][CH2:6]2)[O:4][CH2:3][CH2:2]1. The yield is 0.780. (7) The reactants are [CH:1]1([N:6]2[C:11]3=[N:12][C:13]([NH:16][C:17]4[CH:22]=[CH:21][C:20]([N:23]5[CH2:28][CH2:27][N:26]([CH3:29])[CH2:25][CH2:24]5)=[CH:19][CH:18]=4)=[N:14][CH:15]=[C:10]3[CH2:9][NH:8][C:7]2=[O:30])[CH2:5][CH2:4][CH2:3][CH2:2]1.CC(C)([O-])C.[K+]. The catalyst is C1COCC1. The product is [CH:1]1([N:6]2[C:11]3=[N:12][C:13]([NH:16][C:17]4[CH:18]=[CH:19][C:20]([N:23]5[CH2:28][CH2:27][N:26]([CH3:29])[CH2:25][CH2:24]5)=[CH:21][CH:22]=4)=[N:14][CH:15]=[C:10]3[CH:9]=[N:8][C:7]2=[O:30])[CH2:5][CH2:4][CH2:3][CH2:2]1. The yield is 0.670. (8) The reactants are [C:1]12([C:11]3[CH:21]=[CH:20][C:14]([O:15][CH2:16][C:17]([OH:19])=O)=[CH:13][CH:12]=3)[CH2:10][CH:5]3[CH2:6][CH:7]([CH2:9][CH:3]([CH2:4]3)[CH2:2]1)[CH2:8]2.[NH2:22][C:23]1[CH:28]=[CH:27][C:26]([N:29]2[CH2:34][CH2:33][S:32](=[O:36])(=[O:35])[CH2:31][CH2:30]2)=[CH:25][CH:24]=1. No catalyst specified. The product is [C:1]12([C:11]3[CH:21]=[CH:20][C:14]([O:15][CH2:16][C:17]([NH:22][C:23]4[CH:28]=[CH:27][C:26]([N:29]5[CH2:30][CH2:31][S:32](=[O:36])(=[O:35])[CH2:33][CH2:34]5)=[CH:25][CH:24]=4)=[O:19])=[CH:13][CH:12]=3)[CH2:2][CH:3]3[CH2:4][CH:5]([CH2:6][CH:7]([CH2:9]3)[CH2:8]1)[CH2:10]2. The yield is 0.898. (9) The reactants are [Cl:1][C:2]1[CH:3]=[C:4]([NH2:20])[C:5]([NH2:19])=[CH:6][C:7]=1[C:8]1[CH:13]=[CH:12][C:11]([Cl:14])=[CH:10][C:9]=1[C:15]([F:18])([F:17])[F:16].[F:21][C:22]([F:33])([F:32])[C:23]([F:31])([F:30])[C:24]([F:29])([F:28])[C:25](O)=O. No catalyst specified. The product is [Cl:1][C:2]1[C:7]([C:8]2[CH:13]=[CH:12][C:11]([Cl:14])=[CH:10][C:9]=2[C:15]([F:17])([F:18])[F:16])=[CH:6][C:5]2[NH:19][C:25]([C:24]([F:28])([F:29])[C:23]([F:30])([F:31])[C:22]([F:33])([F:32])[F:21])=[N:20][C:4]=2[CH:3]=1. The yield is 0.680.